Task: Predict the reaction yield, written as a fraction of the theoretical maximum amount of product (1.0 means a 100% yield; for example, 0.34 means a 34% yield).. Dataset: Reaction yield outcomes from USPTO patents with 853,638 reactions (1) The reactants are F[B-](F)(F)F.[CH3:22][O:21][C:18]1[CH:19]=[CH:20][C:15]([I+][C:15]2[CH:20]=[CH:19][C:18]([O:21][CH3:22])=[C:17]([CH:23]([CH3:25])[CH3:24])[CH:16]=2)=[CH:16][C:17]=1[CH:23]([CH3:25])[CH3:24].C(N(CC)CC)C.[CH3:36][C:37]1[CH:38]=[C:39]([CH:42]=[C:43]([CH3:46])[C:44]=1[OH:45])[CH:40]=[O:41]. The yield is 1.00. The product is [CH3:36][C:37]1[CH:38]=[C:39]([CH:42]=[C:43]([CH3:46])[C:44]=1[O:45][C:15]1[CH:20]=[CH:19][C:18]([O:21][CH3:22])=[C:17]([CH:23]([CH3:24])[CH3:25])[CH:16]=1)[CH:40]=[O:41]. The catalyst is C(Cl)Cl.[Cu]. (2) The reactants are CO[CH:3]([C:21]1[C:29]2[C:24](=[N:25][CH:26]=[CH:27][CH:28]=2)[NH:23][CH:22]=1)[C:4]1[CH:20]=[CH:19][C:7]2[N:8]=[C:9]([NH:11][C@@H:12]3[CH2:17][CH2:16][CH2:15][CH2:14][C@H:13]3[OH:18])[S:10][C:6]=2[CH:5]=1.C([SiH](CC)CC)C.C(O)(C(F)(F)F)=O. The catalyst is CC#N. The product is [NH:23]1[C:24]2=[N:25][CH:26]=[CH:27][CH:28]=[C:29]2[C:21]([CH2:3][C:4]2[CH:20]=[CH:19][C:7]3[N:8]=[C:9]([NH:11][C@@H:12]4[CH2:17][CH2:16][CH2:15][CH2:14][C@H:13]4[OH:18])[S:10][C:6]=3[CH:5]=2)=[CH:22]1. The yield is 0.310. (3) The reactants are [Cl:1][C:2]1[CH:18]=[CH:17][C:5]([C:6]([C:8]2[CH2:13][CH2:12][CH2:11][CH2:10][C:9]=2[C:14]([OH:16])=O)=[O:7])=[CH:4][CH:3]=1.Cl.[N+:20]([C:23]1[CH:30]=[CH:29][C:26]([CH2:27][NH2:28])=[CH:25][CH:24]=1)([O-:22])=[O:21]. No catalyst specified. The product is [Cl:1][C:2]1[CH:3]=[CH:4][C:5]([C:6]2([OH:7])[C:8]3[CH2:13][CH2:12][CH2:11][CH2:10][C:9]=3[C:14](=[O:16])[N:28]2[CH2:27][C:26]2[CH:25]=[CH:24][C:23]([N+:20]([O-:22])=[O:21])=[CH:30][CH:29]=2)=[CH:17][CH:18]=1. The yield is 0.440. (4) The reactants are [Mg].Br[C:3]1[N:7]([CH3:8])[N:6]=[C:5]([C:9]2[CH:14]=[CH:13][C:12]([F:15])=[CH:11][CH:10]=2)[C:4]=1[C:16]1[CH:21]=[CH:20][N:19]=[CH:18][CH:17]=1.[CH:22](=[O:29])[C:23]1[CH:28]=[CH:27][CH:26]=[CH:25][CH:24]=1. The product is [F:15][C:12]1[CH:13]=[CH:14][C:9]([C:5]2[C:4]([C:16]3[CH:21]=[CH:20][N:19]=[CH:18][CH:17]=3)=[C:3]([CH:22]([C:23]3[CH:28]=[CH:27][CH:26]=[CH:25][CH:24]=3)[OH:29])[N:7]([CH3:8])[N:6]=2)=[CH:10][CH:11]=1. The yield is 0.120. The catalyst is O1CCCC1.